This data is from Full USPTO retrosynthesis dataset with 1.9M reactions from patents (1976-2016). The task is: Predict the reactants needed to synthesize the given product. (1) Given the product [C:1]([NH:4][C:5]1[S:6][CH:7]=[C:8]([CH2:10][CH2:11][C:12]2[S:16][C:15]([CH2:17][CH2:18][NH:24][C:27](=[O:41])[O:33][C:29]([CH3:32])([CH3:31])[CH3:30])=[CH:14][CH:13]=2)[N:9]=1)(=[O:3])[CH3:2], predict the reactants needed to synthesize it. The reactants are: [C:1]([NH:4][C:5]1[S:6][CH:7]=[C:8]([CH2:10][CH2:11][C:12]2[S:16][C:15]([CH2:17][CH2:18]C(O)=O)=[CH:14][CH:13]=2)[N:9]=1)(=[O:3])[CH3:2].C([N:24]([CH2:27]C)CC)C.[C:29]([OH:33])([CH3:32])([CH3:31])[CH3:30].C1(P(N=[N+]=[N-])(C2C=CC=CC=2)=[O:41])C=CC=CC=1. (2) Given the product [F:43][C:25]([F:24])([F:42])[C:26]1[CH:27]=[C:28]([C:36]([CH3:41])([CH3:40])[C:37]([N:8]([C:7]2[C:2]([Cl:1])=[C:3]3[CH:12]=[N:11][N:10]([CH2:13][CH3:14])[C:4]3=[N:5][CH:6]=2)[CH3:9])=[O:38])[CH:29]=[C:30]([C:32]([F:35])([F:34])[F:33])[CH:31]=1, predict the reactants needed to synthesize it. The reactants are: [Cl:1][C:2]1[C:7]([NH:8][CH3:9])=[CH:6][N:5]=[C:4]2[N:10]([CH2:13][CH3:14])[N:11]=[CH:12][C:3]=12.CCN(C(C)C)C(C)C.[F:24][C:25]([F:43])([F:42])[C:26]1[CH:27]=[C:28]([C:36]([CH3:41])([CH3:40])[C:37](Cl)=[O:38])[CH:29]=[C:30]([C:32]([F:35])([F:34])[F:33])[CH:31]=1. (3) Given the product [Cl-:22].[CH3:1][N+:2]([CH3:3])([CH2:4][C:5]1([CH3:11])[CH2:9][O:8][C:7](=[O:10])[NH:6]1)[CH2:12][CH2:13][CH3:14], predict the reactants needed to synthesize it. The reactants are: [CH3:1][N:2]([CH2:4][C:5]1([CH3:11])[CH2:9][O:8][C:7](=[O:10])[NH:6]1)[CH3:3].[CH2:12](I)[CH2:13][CH3:14].C(=O)([O-])[O-].[K+].[K+].[ClH:22]. (4) Given the product [CH:18]([O:1][C:2]1[C:7]([CH:8]=[O:9])=[CH:6][CH:5]=[CH:4][C:3]=1[C:10]1[CH:11]=[CH:12][CH:13]=[CH:14][CH:15]=1)([CH3:20])[CH3:19], predict the reactants needed to synthesize it. The reactants are: [OH:1][C:2]1[C:7]([CH:8]=[O:9])=[CH:6][CH:5]=[CH:4][C:3]=1[C:10]1[CH:15]=[CH:14][CH:13]=[CH:12][CH:11]=1.[H-].[Na+].[CH:18](Br)([CH3:20])[CH3:19].O.